Dataset: Catalyst prediction with 721,799 reactions and 888 catalyst types from USPTO. Task: Predict which catalyst facilitates the given reaction. Reactant: [CH3:1][C:2]1[CH:7]=[CH:6][N:5]=[CH:4][C:3]=1[N:8]1[CH2:12][CH2:11][NH:10][C:9]1=[O:13].I[C:15]1[CH:23]=[CH:22][C:18]2[N:19]=[CH:20][S:21][C:17]=2[CH:16]=1.N[C@@H]1CCCC[C@H]1N.C(=O)([O-])[O-].[K+].[K+]. Product: [S:21]1[C:17]2[CH:16]=[C:15]([N:10]3[CH2:11][CH2:12][N:8]([C:3]4[CH:4]=[N:5][CH:6]=[CH:7][C:2]=4[CH3:1])[C:9]3=[O:13])[CH:23]=[CH:22][C:18]=2[N:19]=[CH:20]1. The catalyst class is: 246.